From a dataset of Reaction yield outcomes from USPTO patents with 853,638 reactions. Predict the reaction yield, written as a fraction of the theoretical maximum amount of product (1.0 means a 100% yield; for example, 0.34 means a 34% yield). (1) The reactants are [BrH:1].Cl.C[O:4][C:5]1[CH:17]=[CH:16][C:8]([CH2:9][N:10]2[CH2:15][CH2:14][NH:13][CH2:12][CH2:11]2)=[CH:7][CH:6]=1. The catalyst is O. The product is [BrH:1].[BrH:1].[OH:4][C:5]1[CH:17]=[CH:16][C:8]([CH2:9][N:10]2[CH2:15][CH2:14][NH:13][CH2:12][CH2:11]2)=[CH:7][CH:6]=1. The yield is 0.432. (2) The reactants are C([O:8][C:9]1[CH:14]=[CH:13][C:12]([C:15]2[C:32]([C:33]#[N:34])=[C:18]3[N:19]=[CH:20][CH:21]=[C:22]([C:23]4[CH:28]=[CH:27][CH:26]=[CH:25][C:24]=4[N+:29]([O-])=O)[N:17]3[N:16]=2)=[CH:11][CH:10]=1)C1C=CC=CC=1. The catalyst is CO.C(Cl)Cl.[Pd]. The product is [NH2:29][C:24]1[CH:25]=[CH:26][CH:27]=[CH:28][C:23]=1[CH:22]1[N:17]2[N:16]=[C:15]([C:12]3[CH:11]=[CH:10][C:9]([OH:8])=[CH:14][CH:13]=3)[C:32]([C:33]#[N:34])=[C:18]2[NH:19][CH2:20][CH2:21]1. The yield is 0.620. (3) The reactants are [Cl:1][C:2]1[CH:7]=[CH:6][C:5]([O:8][CH3:9])=[CH:4][C:3]=1[NH:10][C:11]1[C:12]([NH:21][S:22]([C:25]2[CH:30]=[CH:29][CH:28]=[C:27]([C:31]#N)[CH:26]=2)(=[O:24])=[O:23])=[N:13][C:14]2[C:19]([N:20]=1)=[CH:18][CH:17]=[CH:16][CH:15]=2.[OH-:33].[Na+].Cl.C[OH:37]. The catalyst is O1CCOCC1.C(OCC)(=O)C. The product is [Cl:1][C:2]1[CH:7]=[CH:6][C:5]([O:8][CH3:9])=[CH:4][C:3]=1[NH:10][C:11]1[C:12]([NH:21][S:22]([C:25]2[CH:26]=[C:27]([CH:28]=[CH:29][CH:30]=2)[C:31]([OH:37])=[O:33])(=[O:24])=[O:23])=[N:13][C:14]2[C:19]([N:20]=1)=[CH:18][CH:17]=[CH:16][CH:15]=2. The yield is 0.940. (4) The reactants are [NH2:1][C:2]1[CH:7]=[CH:6][C:5]([N:8]2[C:14](=[O:15])[CH2:13][C:12](=[O:16])[NH:11][C:10]3[C:17]4[C:22]([CH:23]=[CH:24][C:9]2=3)=[CH:21][CH:20]=[CH:19][CH:18]=4)=[CH:4][CH:3]=1.[N+:25]([C:28]1[CH:33]=[CH:32][CH:31]=[CH:30][C:29]=1[CH2:34][S:35](Cl)(=[O:37])=[O:36])([O-:27])=[O:26]. No catalyst specified. The product is [O:16]=[C:12]1[NH:11][C:10]2[C:17]3[C:22]([CH:23]=[CH:24][C:9]=2[N:8]([C:5]2[CH:6]=[CH:7][C:2]([NH:1][S:35]([CH2:34][C:29]4[CH:30]=[CH:31][CH:32]=[CH:33][C:28]=4[N+:25]([O-:27])=[O:26])(=[O:36])=[O:37])=[CH:3][CH:4]=2)[C:14](=[O:15])[CH2:13]1)=[CH:21][CH:20]=[CH:19][CH:18]=3. The yield is 0.410. (5) The reactants are CCN(C(C)C)C(C)C.Cl[C:11]1[C:12]2[S:28][C:27]([NH2:29])=[N:26][C:13]=2[N:14]=[C:15]([S:17][C@H:18]([C:20]2[CH:25]=[CH:24][CH:23]=[CH:22][CH:21]=2)[CH3:19])[N:16]=1.[NH2:30][C@H:31]([CH2:34][C:35]([F:38])([CH3:37])[CH3:36])[CH2:32][OH:33]. The catalyst is CN1C(=O)CCC1. The product is [NH2:29][C:27]1[S:28][C:12]2[C:11]([NH:30][C@H:31]([CH2:34][C:35]([F:38])([CH3:37])[CH3:36])[CH2:32][OH:33])=[N:16][C:15]([S:17][C@H:18]([C:20]3[CH:25]=[CH:24][CH:23]=[CH:22][CH:21]=3)[CH3:19])=[N:14][C:13]=2[N:26]=1. The yield is 0.170. (6) The reactants are [Cl:1][C:2]1[CH:10]=[CH:9][C:5]([C:6]([OH:8])=[O:7])=[CH:4][C:3]=1[I:11].S(=O)(=O)(O)O.[CH3:17]O. The product is [Cl:1][C:2]1[CH:10]=[CH:9][C:5]([C:6]([O:8][CH3:17])=[O:7])=[CH:4][C:3]=1[I:11]. No catalyst specified. The yield is 0.950.